From a dataset of Reaction yield outcomes from USPTO patents with 853,638 reactions. Predict the reaction yield, written as a fraction of the theoretical maximum amount of product (1.0 means a 100% yield; for example, 0.34 means a 34% yield). (1) The reactants are [C:1]([C:5]1[CH:10]=[CH:9][C:8]([OH:11])=[CH:7][CH:6]=1)([CH3:4])([CH3:3])[CH3:2].Cl[C:13]1[CH:18]=[CH:17][C:16](I)=[CH:15][CH:14]=1.CC(C)(C(=O)CC(=O)C(C)(C)C)C.C([O-])([O-])=O.[Cs+].[Cs+].[CH3:39][C:40]1[CH:41]=[C:42]([OH:47])[CH:43]=[C:44]([CH3:46])[CH:45]=1. No catalyst specified. The product is [C:1]([C:5]1[CH:6]=[CH:7][C:8]([O:11][C:13]2[CH:18]=[CH:17][C:16]([O:47][C:42]3[CH:43]=[C:44]([CH3:46])[CH:45]=[C:40]([CH3:39])[CH:41]=3)=[CH:15][CH:14]=2)=[CH:9][CH:10]=1)([CH3:4])([CH3:2])[CH3:3]. The yield is 0.800. (2) The reactants are [NH2:1][C@@H:2]([CH3:21])[CH2:3][O:4][C:5]1[CH:20]=[CH:19][C:8]([C:9]([O:11][CH2:12][C:13]2[CH:18]=[CH:17][CH:16]=[CH:15][CH:14]=2)=[O:10])=[CH:7][CH:6]=1.[N+:22]([C:25]1[CH:32]=[CH:31][CH:30]=[CH:29][C:26]=1[CH:27]=O)([O-:24])=[O:23].[BH3-]C#N.[Na+]. The catalyst is CO.CC(O)=O. The product is [N+:22]([C:25]1[CH:32]=[CH:31][CH:30]=[CH:29][C:26]=1[CH2:27][NH:1][C@@H:2]([CH3:21])[CH2:3][O:4][C:5]1[CH:20]=[CH:19][C:8]([C:9]([O:11][CH2:12][C:13]2[CH:14]=[CH:15][CH:16]=[CH:17][CH:18]=2)=[O:10])=[CH:7][CH:6]=1)([O-:24])=[O:23]. The yield is 0.420. (3) The reactants are [C:1]([CH2:3][CH:4]([C:12]1[CH:13]=[C:14]([CH:19]=[CH:20][CH:21]=1)[C:15]([NH:17][CH3:18])=[O:16])[C:5]1[CH:10]=[CH:9][C:8]([F:11])=[CH:7][CH:6]=1)#[N:2].[H-].[H-].[H-].[H-].[Li+].[Al+3]. The catalyst is C1COCC1. The product is [NH2:2][CH2:1][CH2:3][CH:4]([C:12]1[CH:13]=[C:14]([CH:19]=[CH:20][CH:21]=1)[C:15]([NH:17][CH3:18])=[O:16])[C:5]1[CH:6]=[CH:7][C:8]([F:11])=[CH:9][CH:10]=1. The yield is 0.542. (4) The yield is 0.470. The product is [I:29][C:14]1[CH:15]=[CH:16][C:11]([C:8]2[CH:9]=[CH:10][C:5]([C:3]([C:21]3[CH:22]=[N:23][CH:24]=[N:25][CH:26]=3)([OH:4])[C:2]([CH3:28])([CH3:27])[CH3:1])=[N:6][CH:7]=2)=[CH:12][CH:13]=1. The catalyst is C(Cl)Cl. The reactants are [CH3:1][C:2]([CH3:28])([CH3:27])[C:3]([C:21]1[CH:22]=[N:23][CH:24]=[N:25][CH:26]=1)([C:5]1[CH:10]=[CH:9][C:8]([C:11]2[CH:16]=[CH:15][C:14]([Si](C)(C)C)=[CH:13][CH:12]=2)=[CH:7][N:6]=1)[OH:4].[I:29]Cl. (5) The reactants are [Cl:1][C:2]1[C:11]2[N:10]=[C:9]([O:12][CH3:13])[C:8](=[O:14])[NH:7][C:6]=2[N:5]=[CH:4][N:3]=1.[C:15](=O)([O-])[O-].[K+].[K+].IC. The catalyst is CN(C)C=O. The product is [Cl:1][C:2]1[C:11]2[N:10]=[C:9]([O:12][CH3:13])[C:8](=[O:14])[N:7]([CH3:15])[C:6]=2[N:5]=[CH:4][N:3]=1. The yield is 0.770.